Dataset: Full USPTO retrosynthesis dataset with 1.9M reactions from patents (1976-2016). Task: Predict the reactants needed to synthesize the given product. (1) Given the product [C:8]([C:7]1[N:6]=[N:5][C:4]2[CH:10]=[CH:11][C:12]([O:14][CH3:15])=[N:13][C:3]=2[C:2]=1/[CH:17]=[CH:16]/[C:18]12[CH2:25][CH2:24][C:21]([NH:26][C:27](=[O:33])[O:28][C:29]([CH3:32])([CH3:31])[CH3:30])([CH2:22][CH2:23]1)[CH2:20][O:19]2)#[N:9], predict the reactants needed to synthesize it. The reactants are: Br[C:2]1[C:3]2[N:13]=[C:12]([O:14][CH3:15])[CH:11]=[CH:10][C:4]=2[N:5]=[N:6][C:7]=1[C:8]#[N:9].[CH:16]([C:18]12[CH2:25][CH2:24][C:21]([NH:26][C:27](=[O:33])[O:28][C:29]([CH3:32])([CH3:31])[CH3:30])([CH2:22][CH2:23]1)[CH2:20][O:19]2)=[CH2:17]. (2) Given the product [F:1][C:2]([C:6]1[C:7]([C:17]([F:28])=[O:19])=[N:8][O:9][C:10]=1[C:11]1[CH:16]=[CH:15][CH:14]=[CH:13][CH:12]=1)([F:5])[CH2:3][CH3:4], predict the reactants needed to synthesize it. The reactants are: [F:1][C:2]([C:6]1[C:7]([C:17]([OH:19])=O)=[N:8][O:9][C:10]=1[C:11]1[CH:16]=[CH:15][CH:14]=[CH:13][CH:12]=1)([F:5])[CH2:3][CH3:4].N1C=CC=CC=1.N1C(F)=NC(F)=NC=1[F:28]. (3) Given the product [Br:1][C:2]1[CH:3]=[CH:4][C:5]([C:8]([O:10][CH2:16][CH3:17])=[O:9])=[N:6][CH:7]=1, predict the reactants needed to synthesize it. The reactants are: [Br:1][C:2]1[CH:3]=[CH:4][C:5]([C:8]([OH:10])=[O:9])=[N:6][CH:7]=1.S(=O)(=O)(O)O.[CH2:16](O)[CH3:17].C(=O)([O-])O.[Na+]. (4) Given the product [C:23]([Si:20]([CH3:22])([CH3:21])[O:12][CH2:11][CH2:10][CH2:9][CH2:8][CH2:7][C:4]1[CH:5]=[CH:6][N:1]=[CH:2][CH:3]=1)([CH3:26])([CH3:25])[CH3:24], predict the reactants needed to synthesize it. The reactants are: [N:1]1[CH:6]=[CH:5][C:4]([CH2:7][CH2:8][CH2:9][CH2:10][CH2:11][OH:12])=[CH:3][CH:2]=1.C(N(CC)CC)C.[Si:20](Cl)([C:23]([CH3:26])([CH3:25])[CH3:24])([CH3:22])[CH3:21].O.